This data is from Catalyst prediction with 721,799 reactions and 888 catalyst types from USPTO. The task is: Predict which catalyst facilitates the given reaction. (1) Reactant: N[C:2]1[NH:6][N:5]=[C:4]([C:7]([O:9][CH3:10])=[O:8])[N:3]=1.OS(O)(=O)=O.N([O-])=O.[Na+].[K+].[Br-:21]. Product: [Br:21][C:2]1[NH:6][N:5]=[C:4]([C:7]([O:9][CH3:10])=[O:8])[N:3]=1. The catalyst class is: 6. (2) Reactant: [OH:1]C1C=C(O)C=CC=1CC(O)=O.[CH2:13]1[CH2:18][CH2:17][CH:16]([N:19]=[C:20]=[N:21][CH:22]2[CH2:27][CH2:26][CH2:25][CH2:24][CH2:23]2)[CH2:15][CH2:14]1. Product: [CH:22]1([NH:21][C:20](=[O:1])[NH:19][CH:16]2[CH2:15][CH2:14][CH2:13][CH2:18][CH2:17]2)[CH2:27][CH2:26][CH2:25][CH2:24][CH2:23]1. The catalyst class is: 175. (3) Reactant: CC(C1[N:8]([CH2:9][CH2:10][C@@H:11](O)[CH2:12][C@@H:13](O)[CH2:14][C:15](O)=O)[C:7](C2C=CC(F)=CC=2)=[C:6]([C:27]2[CH:28]=[CH:29][CH:30]=[CH:31][CH:32]=2)C=1C(NC1C=CC=CC=1)=O)C. Product: [CH2:9]([NH:8][CH2:7][CH2:6][C:27]1[CH:32]=[CH:31][CH:30]=[CH:29][CH:28]=1)[C:10]1[CH:11]=[CH:12][CH:13]=[CH:14][CH:15]=1. The catalyst class is: 10. (4) Reactant: [CH3:1][NH2:2].[OH-].[Na+].[F:5][C:6]1[CH:14]=[CH:13][C:9]([C:10](Cl)=[O:11])=[CH:8][CH:7]=1. Product: [F:5][C:6]1[CH:14]=[CH:13][C:9]([C:10]([NH:2][CH3:1])=[O:11])=[CH:8][CH:7]=1. The catalyst class is: 2. (5) Reactant: [F:1][C:2]1[CH:3]=[C:4]([C:9](=[O:32])[C:10](=[C:23]2[NH:27][C:26]3[CH:28]=[CH:29][CH:30]=[CH:31][C:25]=3[NH:24]2)[C:11]([C:13]2[CH:14]=[C:15]([S:19]([NH2:22])(=[O:21])=[O:20])[CH:16]=[CH:17][CH:18]=2)=[O:12])[CH:5]=[C:6]([F:8])[CH:7]=1.[C:33](OC(=O)C)(=[O:35])[CH3:34].N1C=CC=CC=1. Product: [F:1][C:2]1[CH:3]=[C:4]([C:9](=[O:32])[C:10](=[C:23]2[NH:24][C:25]3[CH:31]=[CH:30][CH:29]=[CH:28][C:26]=3[NH:27]2)[C:11]([C:13]2[CH:14]=[C:15]([S:19]([NH:22][C:33](=[O:35])[CH3:34])(=[O:20])=[O:21])[CH:16]=[CH:17][CH:18]=2)=[O:12])[CH:5]=[C:6]([F:8])[CH:7]=1. The catalyst class is: 3. (6) Reactant: [Cl:1][CH2:2][CH2:3][CH2:4][C@H:5]1[C:18](=[O:19])[N:8]2[C@@H](C3C=CC=CC=3)[O:10][CH2:11][C@@H:7]2[CH2:6]1.C(O)=O.O. Product: [Cl:1][CH2:2][CH2:3][CH2:4][C@@H:5]1[CH2:6][C@@H:7]([CH2:11][OH:10])[NH:8][C:18]1=[O:19]. The catalyst class is: 1. (7) Reactant: [CH2:1]1[C:7]2[CH:8]=[CH:9][C:10]([O:12][C:13]3[N:18]=[CH:17][C:16]([N:19]4[CH2:23][CH2:22][CH2:21][C:20]4=[O:24])=[CH:15][CH:14]=3)=[CH:11][C:6]=2[CH2:5][CH2:4][NH:3][CH2:2]1.[C:25]1(=O)[CH2:29][CH2:28][CH2:27][CH2:26]1.C(O[BH-](OC(=O)C)OC(=O)C)(=O)C.[Na+]. Product: [CH:25]1([N:3]2[CH2:2][CH2:1][C:7]3[CH:8]=[CH:9][C:10]([O:12][C:13]4[N:18]=[CH:17][C:16]([N:19]5[CH2:23][CH2:22][CH2:21][C:20]5=[O:24])=[CH:15][CH:14]=4)=[CH:11][C:6]=3[CH2:5][CH2:4]2)[CH2:29][CH2:28][CH2:27][CH2:26]1. The catalyst class is: 98.